Predict the product of the given reaction. From a dataset of Forward reaction prediction with 1.9M reactions from USPTO patents (1976-2016). (1) Given the reactants Br[C:2]1[CH:7]=[CH:6][C:5]([O:8][CH2:9][O:10][CH3:11])=[CH:4][CH:3]=1.[Li]CCCC.CON(C)[C:20](=[O:30])[CH:21]([C:24]1[CH:29]=[CH:28][CH:27]=[CH:26][CH:25]=1)[CH2:22][CH3:23].O, predict the reaction product. The product is: [CH3:11][O:10][CH2:9][O:8][C:5]1[CH:6]=[CH:7][C:2]([C:20](=[O:30])[CH:21]([C:24]2[CH:29]=[CH:28][CH:27]=[CH:26][CH:25]=2)[CH2:22][CH3:23])=[CH:3][CH:4]=1. (2) Given the reactants C(OC([N:8]1[CH2:13][CH2:12][CH:11]([NH:14][CH2:15][CH:16]([OH:23])[C:17]2[CH:22]=[CH:21][CH:20]=[CH:19][N:18]=2)[CH2:10][CH2:9]1)=O)(C)(C)C.[ClH:24].O1CCOCC1, predict the reaction product. The product is: [ClH:24].[ClH:24].[NH:8]1[CH2:13][CH2:12][CH:11]([NH:14][CH2:15][CH:16]([C:17]2[CH:22]=[CH:21][CH:20]=[CH:19][N:18]=2)[OH:23])[CH2:10][CH2:9]1. (3) Given the reactants [Cl:1][C:2]1[C:7]([Cl:8])=[CH:6][CH:5]=[CH:4][C:3]=1[S:9]([NH:12][C:13]1[N:14]=[CH:15][C:16]([S:21][CH2:22][C@@H:23]([C:25]([O:27]C)=[O:26])[NH2:24])=[N:17][C:18]=1[O:19][CH3:20])(=[O:11])=[O:10].[OH-].[Li+].Cl, predict the reaction product. The product is: [Cl:1][C:2]1[C:7]([Cl:8])=[CH:6][CH:5]=[CH:4][C:3]=1[S:9]([NH:12][C:13]1[N:14]=[CH:15][C:16]([S:21][CH2:22][C@@H:23]([C:25]([OH:27])=[O:26])[NH2:24])=[N:17][C:18]=1[O:19][CH3:20])(=[O:11])=[O:10].